This data is from Peptide-MHC class II binding affinity with 134,281 pairs from IEDB. The task is: Regression. Given a peptide amino acid sequence and an MHC pseudo amino acid sequence, predict their binding affinity value. This is MHC class II binding data. (1) The peptide sequence is TKDTNDNNLYKLHGG. The MHC is DRB1_0404 with pseudo-sequence DRB1_0404. The binding affinity (normalized) is 0. (2) The peptide sequence is LGAWVLGEPKMTKAL. The MHC is DRB1_0802 with pseudo-sequence DRB1_0802. The binding affinity (normalized) is 0.0522. (3) The peptide sequence is NSYSGVEGEGLHKLGYI. The MHC is DRB1_0405 with pseudo-sequence DRB1_0405. The binding affinity (normalized) is 0.281. (4) The peptide sequence is LGALTGTYVYNHLTPLRDWA. The MHC is DRB1_1302 with pseudo-sequence DRB1_1302. The binding affinity (normalized) is 0.702. (5) The peptide sequence is NEEPIAPYHFDLSGH. The MHC is HLA-DQA10301-DQB10302 with pseudo-sequence HLA-DQA10301-DQB10302. The binding affinity (normalized) is 0.0687. (6) The binding affinity (normalized) is 0.486. The peptide sequence is GELQIVDKISAAFKI. The MHC is DRB3_0202 with pseudo-sequence DRB3_0202.